Dataset: Reaction yield outcomes from USPTO patents with 853,638 reactions. Task: Predict the reaction yield, written as a fraction of the theoretical maximum amount of product (1.0 means a 100% yield; for example, 0.34 means a 34% yield). (1) The reactants are [CH3:1][O:2][C:3]1[CH:8]=[CH:7][C:6]([N:9]2[C:13]3[C:14](=[O:27])[N:15]([CH2:18][CH2:19][CH2:20][CH2:21][C:22]([N:24]([CH3:26])[CH3:25])=[NH:23])[CH2:16][CH2:17][C:12]=3[C:11]([C:28]([F:31])([F:30])[F:29])=[N:10]2)=[CH:5][CH:4]=1.[CH3:32][S:33](Cl)(=[O:35])=[O:34].C(N(CC)CC)C. The catalyst is C(Cl)Cl. The product is [CH3:26][N:24]([CH3:25])[C:22](=[N:23][S:33]([CH3:32])(=[O:35])=[O:34])[CH2:21][CH2:20][CH2:19][CH2:18][N:15]1[CH2:16][CH2:17][C:12]2[C:11]([C:28]([F:31])([F:29])[F:30])=[N:10][N:9]([C:6]3[CH:7]=[CH:8][C:3]([O:2][CH3:1])=[CH:4][CH:5]=3)[C:13]=2[C:14]1=[O:27]. The yield is 0.740. (2) The reactants are Cl[C:2]1[CH:7]=[CH:6][N:5]=[C:4]([C:8]2[N:12]3[CH:13]=[C:14]([F:17])[CH:15]=[CH:16][C:11]3=[N:10][CH:9]=2)[N:3]=1.[N:18]1[CH:23]=[CH:22][CH:21]=[CH:20][C:19]=1[CH2:24][NH2:25].C1(P(C2CCCCC2)C2C=CC=CC=2C2C(N(C)C)=CC=CC=2)CCCCC1.CC(C)([O-])C.[Na+]. The catalyst is C1(C)C=CC=CC=1.[Pd].[Pd].C(=CC(C=CC1C=CC=CC=1)=O)C1C=CC=CC=1.C(=CC(C=CC1C=CC=CC=1)=O)C1C=CC=CC=1.C(=CC(C=CC1C=CC=CC=1)=O)C1C=CC=CC=1. The product is [F:17][C:14]1[CH:15]=[CH:16][C:11]2[N:12]([C:8]([C:4]3[N:3]=[C:2]([NH:25][CH2:24][C:19]4[CH:20]=[CH:21][CH:22]=[CH:23][N:18]=4)[CH:7]=[CH:6][N:5]=3)=[CH:9][N:10]=2)[CH:13]=1. The yield is 0.130.